Dataset: NCI-60 drug combinations with 297,098 pairs across 59 cell lines. Task: Regression. Given two drug SMILES strings and cell line genomic features, predict the synergy score measuring deviation from expected non-interaction effect. (1) Drug 1: CS(=O)(=O)CCNCC1=CC=C(O1)C2=CC3=C(C=C2)N=CN=C3NC4=CC(=C(C=C4)OCC5=CC(=CC=C5)F)Cl. Drug 2: C1=CN(C=N1)CC(O)(P(=O)(O)O)P(=O)(O)O. Cell line: UO-31. Synergy scores: CSS=11.1, Synergy_ZIP=-2.22, Synergy_Bliss=2.34, Synergy_Loewe=-2.07, Synergy_HSA=-2.05. (2) Synergy scores: CSS=1.61, Synergy_ZIP=-0.787, Synergy_Bliss=-0.762, Synergy_Loewe=-0.358, Synergy_HSA=-1.05. Drug 1: CS(=O)(=O)C1=CC(=C(C=C1)C(=O)NC2=CC(=C(C=C2)Cl)C3=CC=CC=N3)Cl. Cell line: CAKI-1. Drug 2: C1CC(=O)NC(=O)C1N2C(=O)C3=CC=CC=C3C2=O. (3) Drug 1: CC1C(C(CC(O1)OC2CC(CC3=C2C(=C4C(=C3O)C(=O)C5=C(C4=O)C(=CC=C5)OC)O)(C(=O)C)O)N)O.Cl. Drug 2: C(=O)(N)NO. Cell line: MDA-MB-231. Synergy scores: CSS=19.2, Synergy_ZIP=-1.45, Synergy_Bliss=7.06, Synergy_Loewe=-1.25, Synergy_HSA=7.31. (4) Drug 1: CCCCCOC(=O)NC1=NC(=O)N(C=C1F)C2C(C(C(O2)C)O)O. Drug 2: C(CCl)NC(=O)N(CCCl)N=O. Cell line: PC-3. Synergy scores: CSS=8.52, Synergy_ZIP=-1.99, Synergy_Bliss=0.474, Synergy_Loewe=0.684, Synergy_HSA=1.95. (5) Drug 2: CC1CCCC2(C(O2)CC(NC(=O)CC(C(C(=O)C(C1O)C)(C)C)O)C(=CC3=CSC(=N3)C)C)C. Synergy scores: CSS=31.7, Synergy_ZIP=-1.18, Synergy_Bliss=-1.67, Synergy_Loewe=-7.63, Synergy_HSA=-0.246. Drug 1: C1C(C(OC1N2C=C(C(=O)NC2=O)F)CO)O. Cell line: MDA-MB-231. (6) Drug 1: C(=O)(N)NO. Drug 2: C1=NNC2=C1C(=O)NC=N2. Cell line: NCI-H460. Synergy scores: CSS=-0.970, Synergy_ZIP=0.601, Synergy_Bliss=2.01, Synergy_Loewe=-2.98, Synergy_HSA=-0.948. (7) Drug 1: CS(=O)(=O)C1=CC(=C(C=C1)C(=O)NC2=CC(=C(C=C2)Cl)C3=CC=CC=N3)Cl. Drug 2: C(CCl)NC(=O)N(CCCl)N=O. Cell line: A549. Synergy scores: CSS=7.27, Synergy_ZIP=-0.997, Synergy_Bliss=-0.608, Synergy_Loewe=-6.79, Synergy_HSA=-4.15.